From a dataset of Forward reaction prediction with 1.9M reactions from USPTO patents (1976-2016). Predict the product of the given reaction. (1) Given the reactants [CH3:1][Si:2]([CH3:24])([CH3:23])[CH2:3][CH2:4][O:5][CH2:6][N:7]1[C:15]2[CH2:14][CH2:13][N:12]([C:16]([O:18][C:19]([CH3:22])([CH3:21])[CH3:20])=[O:17])[CH2:11][C:10]=2[CH:9]=[N:8]1.[B:25](OC)([O:28]C)[O:26]C, predict the reaction product. The product is: [C:19]([O:18][C:16]([N:12]1[CH2:13][CH2:14][C:15]2[N:7]([CH2:6][O:5][CH2:4][CH2:3][Si:2]([CH3:23])([CH3:24])[CH3:1])[N:8]=[C:9]([B:25]([OH:28])[OH:26])[C:10]=2[CH2:11]1)=[O:17])([CH3:20])([CH3:21])[CH3:22]. (2) Given the reactants [F:1][C:2]1[CH:7]=[CH:6][C:5]([CH:8]([OH:29])[CH:9]([CH2:15][C:16]2[CH:21]=[CH:20][C:19]([O:22][C:23]3[CH:28]=[CH:27][CH:26]=[CH:25][CH:24]=3)=[CH:18][CH:17]=2)[C:10]([O:12]CC)=[O:11])=[CH:4][CH:3]=1.[OH-].[Na+].Cl, predict the reaction product. The product is: [F:1][C:2]1[CH:3]=[CH:4][C:5]([CH:8]([OH:29])[CH:9]([CH2:15][C:16]2[CH:21]=[CH:20][C:19]([O:22][C:23]3[CH:28]=[CH:27][CH:26]=[CH:25][CH:24]=3)=[CH:18][CH:17]=2)[C:10]([OH:12])=[O:11])=[CH:6][CH:7]=1. (3) The product is: [F:39][C:36]([F:37])([F:38])[C:33]1[CH:34]=[CH:35][C:30]([CH2:29][NH:16][CH2:17][CH2:18][C:19]2[CH:24]=[CH:23][C:22]3[O:25][CH2:26][O:27][C:21]=3[CH:20]=2)=[CH:31][CH:32]=1. Given the reactants C1OC2C=CC(CCN)=CC=2O1.[Cl-].CC1[C:24]2[C:19](=[CH:20][C:21]([O:27]C)=[C:22]([O:25][CH3:26])[CH:23]=2)[CH2:18][CH2:17][N+:16]=1[CH2:29][C:30]1[CH:35]=[CH:34][C:33]([C:36]([F:39])([F:38])[F:37])=[CH:32][CH:31]=1, predict the reaction product. (4) Given the reactants C([O:4][C@@H:5]1[C@@H:13]([CH2:14][O:15]C(=O)C)[O:12][CH:11]2[CH:7]([N:8]=[C:9]([NH:19][CH2:20][C:21]([F:24])([F:23])[F:22])[S:10]2)[C@H:6]1[O:25]C(=O)C)(=O)C.C([O-])([O-])=O.[K+].[K+], predict the reaction product. The product is: [OH:15][CH2:14][C@H:13]1[O:12][CH:11]2[CH:7]([N:8]=[C:9]([NH:19][CH2:20][C:21]([F:24])([F:22])[F:23])[S:10]2)[C@@H:6]([OH:25])[C@@H:5]1[OH:4]. (5) Given the reactants C([N:8]1[CH2:12][CH2:11][CH:10]([N:13]2C[C:16]3=[CH:18][N:19]=[C:20]([CH3:21])[N:15]3[C:14]2=[O:22])[CH2:9]1)C1C=CC=CC=1.C([O-])=O.[NH4+], predict the reaction product. The product is: [NH:8]1[CH2:12][CH2:11][CH:10]([N:13]2[CH2:21][C:20]3=[N:19][CH:18]=[CH:16][N:15]3[C:14]2=[O:22])[CH2:9]1. (6) Given the reactants Br[C:2]1[CH:7]=[CH:6][C:5]([CH:8]([CH2:11][C:12]2[CH:17]=[CH:16][C:15]([O:18][CH2:19][CH2:20][O:21][C:22]3[C:27]([Cl:28])=[CH:26][C:25]([CH3:29])=[CH:24][C:23]=3[Cl:30])=[CH:14][CH:13]=2)[C:9]#[N:10])=[CH:4][CH:3]=1.C([O-])([O-])=O.[Na+].[Na+], predict the reaction product. The product is: [Cl:28][C:27]1[CH:22]=[CH:23][CH:24]=[CH:25][C:26]=1[C:2]1[CH:7]=[CH:6][C:5]([CH:8]([CH2:11][C:12]2[CH:17]=[CH:16][C:15]([O:18][CH2:19][CH2:20][O:21][C:22]3[C:27]([Cl:28])=[CH:26][C:25]([CH3:29])=[CH:24][C:23]=3[Cl:30])=[CH:14][CH:13]=2)[C:9]#[N:10])=[CH:4][CH:3]=1. (7) Given the reactants N1CCCCC1.C(O)(=O)C.[CH3:11][C:12]1([CH3:20])[O:17][C:16](=[O:18])[CH2:15][C:14](=[O:19])[O:13]1.[Br:21][C:22]1[CH:29]=[CH:28][C:27]([Cl:30])=[CH:26][C:23]=1[CH:24]=O, predict the reaction product. The product is: [Br:21][C:22]1[CH:29]=[CH:28][C:27]([Cl:30])=[CH:26][C:23]=1[CH:24]=[C:15]1[C:16](=[O:18])[O:17][C:12]([CH3:20])([CH3:11])[O:13][C:14]1=[O:19].